Dataset: Catalyst prediction with 721,799 reactions and 888 catalyst types from USPTO. Task: Predict which catalyst facilitates the given reaction. (1) Reactant: [NH2:1][C:2]1[S:3][C:4]([CH3:9])=[CH:5][C:6]=1[C:7]#[N:8].[OH-:10].[Na+]. Product: [NH2:1][C:2]1[S:3][C:4]([CH3:9])=[CH:5][C:6]=1[C:7]([NH2:8])=[O:10]. The catalyst class is: 65. (2) Reactant: [CH3:1][C:2]1[CH:3]([C:12]([O:14][CH2:15][CH3:16])=[O:13])[C:4]2([CH2:9][CH2:10][CH:11]=1)[CH2:8][CH2:7][CH2:6][CH2:5]2.CC1CCCC2(CCCC2)C=1C(OC)=O.CC1C(C(OC)=O)C2(CCC=1)CCCC2.CC12OC1CCC1(CCCC1)C2C(OCC)=O.OC1CCC2(CCCC2)C(C(OCC)=O)=C1C.C([SiH](CC)CC)C.B(F)(F)F.CCOCC. Product: [CH3:1][C:2]1[CH2:11][CH2:10][CH2:9][C:4]2([CH2:8][CH2:7][CH2:6][CH2:5]2)[C:3]=1[C:12]([O:14][CH2:15][CH3:16])=[O:13]. The catalyst class is: 4. (3) Reactant: [C:1]([O:5][C:6]([NH:8][CH2:9][C:10]([O:12][C@H:13]([CH3:38])[CH2:14][N:15]1[C:19]([CH3:20])=[C:18]([C:21]([O:23]CC2C=CC=CC=2)=[O:22])[C:17](=[O:31])[N:16]1[C:32]1[CH:37]=[CH:36][CH:35]=[CH:34][CH:33]=1)=[O:11])=[O:7])([CH3:4])([CH3:3])[CH3:2]. Product: [C:1]([O:5][C:6]([NH:8][CH2:9][C:10]([O:12][C@H:13]([CH3:38])[CH2:14][N:15]1[C:19]([CH3:20])=[C:18]([C:21]([OH:23])=[O:22])[C:17](=[O:31])[N:16]1[C:32]1[CH:33]=[CH:34][CH:35]=[CH:36][CH:37]=1)=[O:11])=[O:7])([CH3:2])([CH3:3])[CH3:4]. The catalyst class is: 19. (4) Reactant: C([N-]C(C)C)(C)C.[Li+].[S:9]1[CH:13]=[CH:12][CH:11]=[C:10]1[C:14]([O:16][CH2:17][CH3:18])=[O:15].[CH2:19]([Sn:23](Cl)([CH2:28][CH2:29][CH2:30][CH3:31])[CH2:24][CH2:25][CH2:26][CH3:27])[CH2:20][CH2:21][CH3:22].O. Product: [CH2:28]([Sn:23]([CH2:19][CH2:20][CH2:21][CH3:22])([CH2:24][CH2:25][CH2:26][CH3:27])[C:13]1[S:9][C:10]([C:14]([O:16][CH2:17][CH3:18])=[O:15])=[CH:11][CH:12]=1)[CH2:29][CH2:30][CH3:31]. The catalyst class is: 1.